From a dataset of Reaction yield outcomes from USPTO patents with 853,638 reactions. Predict the reaction yield, written as a fraction of the theoretical maximum amount of product (1.0 means a 100% yield; for example, 0.34 means a 34% yield). (1) The reactants are [CH3:1][S:2]([O:5][C:6]1[CH:11]=[CH:10][C:9]([O:12]CC2C=CC=CC=2)=[CH:8][CH:7]=1)(=[O:4])=[O:3].B(F)(F)F.CCOCC.CSC. The catalyst is C(Cl)Cl. The product is [CH3:1][S:2]([O:5][C:6]1[CH:11]=[CH:10][C:9]([OH:12])=[CH:8][CH:7]=1)(=[O:4])=[O:3]. The yield is 0.825. (2) The reactants are [Li+].CC([N-]C(C)C)C.[C:9](#[N:11])[CH3:10].[CH3:12][NH:13][C:14]([C:16]1[CH:17]=[C:18]([CH2:22][CH2:23][C:24](OC)=O)[CH:19]=[CH:20][CH:21]=1)=[O:15].Cl.[NH2:29][NH2:30]. The catalyst is O1CCCC1.C(O)C. The product is [NH2:11][C:9]1[NH:30][N:29]=[C:24]([CH2:23][CH2:22][C:18]2[CH:17]=[C:16]([CH:21]=[CH:20][CH:19]=2)[C:14]([NH:13][CH3:12])=[O:15])[CH:10]=1. The yield is 0.136. (3) The catalyst is C1COCC1.CN(C=O)C. The reactants are [O:1]=[C:2]1[N:7]([CH2:8][C:9]#[CH:10])[N:6]=[N:5][C:4]2=[C:11]([C:14]([OH:16])=O)[N:12]=[CH:13][N:3]12.C(N(CC)CC)C.[CH2:24]([O:31][NH2:32])[C:25]1[CH:30]=[CH:29][CH:28]=[CH:27][CH:26]=1. The product is [CH2:24]([O:31][NH:32][C:14]([C:11]1[N:12]=[CH:13][N:3]2[C:2](=[O:1])[N:7]([CH2:8][C:9]#[CH:10])[N:6]=[N:5][C:4]=12)=[O:16])[C:25]1[CH:30]=[CH:29][CH:28]=[CH:27][CH:26]=1. The yield is 0.720. (4) The product is [Br:15][C:13]1[CH:14]=[C:9]([NH:7][C:5]2[S:6][C:2]([CH3:1])=[N:3][N:4]=2)[C:10](=[O:17])[N:11]([CH3:16])[CH:12]=1. The catalyst is C1C=CC(/C=C/C(/C=C/C2C=CC=CC=2)=O)=CC=1.C1C=CC(/C=C/C(/C=C/C2C=CC=CC=2)=O)=CC=1.C1C=CC(/C=C/C(/C=C/C2C=CC=CC=2)=O)=CC=1.[Pd].[Pd].O1CCOCC1. The yield is 0.730. The reactants are [CH3:1][C:2]1[S:6][C:5]([NH2:7])=[N:4][N:3]=1.Br[C:9]1[C:10](=[O:17])[N:11]([CH3:16])[CH:12]=[C:13]([Br:15])[CH:14]=1.CC1(C)C2C(=C(P(C3C=CC=CC=3)C3C=CC=CC=3)C=CC=2)OC2C(P(C3C=CC=CC=3)C3C=CC=CC=3)=CC=CC1=2.C([O-])([O-])=O.[Cs+].[Cs+]. (5) The reactants are [C:1]([O:9][C@@:10]12[O:16][C@@H:11]1[CH2:12][CH2:13][CH2:14][CH2:15]2)(=[O:8])[C:2]1[CH:7]=[CH:6][CH:5]=[CH:4][CH:3]=1.CC1C=CC(S(O)(=O)=O)=CC=1. The catalyst is [N+](C)([O-])=O. The product is [C:1]([O:9][C@@H:10]1[CH2:15][CH2:14][CH2:13][CH2:12][C:11]1=[O:16])(=[O:8])[C:2]1[CH:3]=[CH:4][CH:5]=[CH:6][CH:7]=1. The yield is 0.890. (6) The reactants are [Br:1][C:2]1[CH:10]=[CH:9][CH:8]=[C:7]([F:11])[C:3]=1[C:4]([OH:6])=O.CN(C(ON1N=NC2C=CC=CC1=2)=[N+](C)C)C.F[P-](F)(F)(F)(F)F.CCN(C(C)C)C(C)C.[CH3:45][O:46][CH:47]([O:50][CH3:51])[CH2:48][NH2:49]. The catalyst is CN(C=O)C.CCOC(C)=O. The product is [Br:1][C:2]1[CH:10]=[CH:9][CH:8]=[C:7]([F:11])[C:3]=1[C:4]([NH:49][CH2:48][CH:47]([O:50][CH3:51])[O:46][CH3:45])=[O:6]. The yield is 0.820. (7) The reactants are [OH:1][C:2]([C:4]([F:7])([F:6])[F:5])=[O:3].Br[C:9]1[C:22]([OH:23])=[C:21]([Br:24])[C:20]2[C@:19]34[CH2:25][CH2:26][NH:27][C@@H:13]([C@@H:14]3[CH2:15][CH2:16][CH2:17][CH2:18]4)[CH2:12][C:11]=2[CH:10]=1. The catalyst is CO.[Pd]. The product is [OH:3][C:2]([C:4]([F:7])([F:6])[F:5])=[O:1].[Br:24][C:21]1[C:20]2[C@:19]34[CH2:25][CH2:26][NH:27][C@@H:13]([C@@H:14]3[CH2:15][CH2:16][CH2:17][CH2:18]4)[CH2:12][C:11]=2[CH:10]=[CH:9][C:22]=1[OH:23]. The yield is 0.680. (8) The reactants are [Cl-].[NH4+].[CH:3]1([C:6]2[CH:11]=[CH:10][N:9]=[CH:8][C:7]=2[N+:12]([O-])=O)[CH2:5][CH2:4]1.CO. The catalyst is C1COCC1.C(Cl)(Cl)Cl.[Zn]. The product is [CH:3]1([C:6]2[CH:11]=[CH:10][N:9]=[CH:8][C:7]=2[NH2:12])[CH2:5][CH2:4]1. The yield is 1.00. (9) The reactants are C(O[C:6]([N:8](C)[C:9]1[CH:14]=[C:13]([O:15][C:16]2[CH:24]=[CH:23][C:19]3[CH2:20][CH2:21][O:22][C:18]=3[CH:17]=2)[CH:12]=[CH:11][C:10]=1[NH:25][C:26](=O)[CH2:27][O:28][C:29]1[CH:30]=[C:31]([CH:36]=[CH:37][CH:38]=1)[C:32]([O:34][CH3:35])=[O:33])=O)(C)(C)C.[ClH:41].C(OCC)(=O)C. No catalyst specified. The product is [ClH:41].[O:22]1[C:23]2[CH:24]=[C:16]([O:15][C:13]3[CH:12]=[CH:11][C:10]4[N:25]=[C:26]([CH2:27][O:28][C:29]5[CH:30]=[C:31]([CH:36]=[CH:37][CH:38]=5)[C:32]([O:34][CH3:35])=[O:33])[N:8]([CH3:6])[C:9]=4[CH:14]=3)[CH:17]=[CH:18][C:19]=2[CH2:20][CH2:21]1. The yield is 1.00.